From a dataset of Full USPTO retrosynthesis dataset with 1.9M reactions from patents (1976-2016). Predict the reactants needed to synthesize the given product. (1) Given the product [CH:18]1([S:21][CH2:22][C:23]2[CH:24]=[C:25]([NH:26][C:2]3[N:7]=[C:6]([C:8]4[CH:13]=[CH:12][C:11]([F:14])=[CH:10][C:9]=4[O:15][CH3:16])[C:5]([F:17])=[CH:4][N:3]=3)[CH:27]=[C:28]([F:30])[CH:29]=2)[CH2:19][CH2:20]1, predict the reactants needed to synthesize it. The reactants are: Cl[C:2]1[N:7]=[C:6]([C:8]2[CH:13]=[CH:12][C:11]([F:14])=[CH:10][C:9]=2[O:15][CH3:16])[C:5]([F:17])=[CH:4][N:3]=1.[CH:18]1([S:21][CH2:22][C:23]2[CH:24]=[C:25]([CH:27]=[C:28]([F:30])[CH:29]=2)[NH2:26])[CH2:20][CH2:19]1. (2) Given the product [CH3:1][N:8]1[CH:9]=[CH:10][N:11]=[C:24]1[CH2:25][N:11]1[CH2:10][CH2:9][N:8]([C:1]([O:3][C:4]([CH3:7])([CH3:6])[CH3:5])=[O:2])[CH2:13][CH2:12]1, predict the reactants needed to synthesize it. The reactants are: [C:1]([N:8]1[CH2:13][CH2:12][NH:11][CH2:10][CH2:9]1)([O:3][C:4]([CH3:7])([CH3:6])[CH3:5])=[O:2].C(O[BH-](O[C:24](=O)[CH3:25])OC(=O)C)(=O)C.[Na+]. (3) The reactants are: Br[C:2]1[CH:3]=[CH:4][C:5]2[NH:10][CH:9]([C:11]([F:14])([F:13])[F:12])[O:8][C:7]([CH3:16])([CH3:15])[C:6]=2[CH:17]=1.Br[C:19]1[S:23][C:22]([C:24]#[N:25])=[CH:21][C:20]=1[CH3:26]. Given the product [CH3:15][C:7]1([CH3:16])[C:6]2[CH:17]=[C:2]([C:19]3[S:23][C:22]([C:24]#[N:25])=[CH:21][C:20]=3[CH3:26])[CH:3]=[CH:4][C:5]=2[NH:10][CH:9]([C:11]([F:14])([F:13])[F:12])[O:8]1, predict the reactants needed to synthesize it. (4) Given the product [Cl:73][C:70]1[CH:71]=[CH:72][C:67]([O:66][CH2:65][C:64]([OH:94])=[O:63])=[C:68]([CH2:74][CH:75]2[C:81](=[O:82])[N:80]([S:83]([C:86]3[CH:87]=[CH:88][C:89]([Cl:92])=[CH:90][CH:91]=3)(=[O:84])=[O:85])[CH2:79][C:78](=[O:93])[NH:77][CH2:76]2)[CH:69]=1, predict the reactants needed to synthesize it. The reactants are: ClC1C=CC(OC)=C(C=1)CC1CNC(=O)CN(S(C2C=CC(Cl)=CC=2)(=O)=O)C1=O.ClC1C=CC(OC)=C(C=1)/C=C1/C(=O)N(S(C2C=CC(Cl)=CC=2)(=O)=O)CC(=O)NC/1.C([O:63][C:64](=[O:94])[CH2:65][O:66][C:67]1[CH:72]=[CH:71][C:70]([Cl:73])=[CH:69][C:68]=1/[CH:74]=[C:75]1\[CH2:76][NH:77][C:78](=[O:93])[CH2:79][N:80]([S:83]([C:86]2[CH:91]=[CH:90][C:89]([Cl:92])=[CH:88][CH:87]=2)(=[O:85])=[O:84])[C:81]\1=[O:82])(C)(C)C. (5) Given the product [OH:53][CH2:52][C:49]1[NH:48][C:47]2[CH:46]=[CH:45][CH:44]=[C:43]([NH:42][C:40](=[S:41])[NH:39][C:70]3[CH:71]=[C:66]([CH:67]=[CH:68][C:69]=3[O:2][CH:3]([CH3:8])[CH3:4])[C:65]([NH2:64])=[O:72])[C:51]=2[N:50]=1, predict the reactants needed to synthesize it. The reactants are: C[O:2][C:3]1[CH:8]=CC=C[C:4]=1NC(=S)NC1C2N=C(NC(=O)C3C=CC=CC=3)NC=2C=CC=1.COC1C=CC=CC=1[N:39]=[C:40]=[S:41].[NH2:42][C:43]1[C:51]2[N:50]=[C:49]([CH2:52][OH:53])[NH:48][C:47]=2[CH:46]=[CH:45][CH:44]=1.NC1C2N=C([NH:64][C:65](=[O:72])[C:66]3[CH:71]=[CH:70][CH:69]=[CH:68][CH:67]=3)NC=2C=CC=1. (6) Given the product [Cl:15][CH:6]1[C:5]2[CH:9]=[CH:10][CH:11]=[CH:12][C:4]=2[O:3][C:2]([CH3:13])([CH3:1])[NH:7]1, predict the reactants needed to synthesize it. The reactants are: [CH3:1][C:2]1([CH3:13])[NH:7][C:6](=O)[C:5]2[CH:9]=[CH:10][CH:11]=[CH:12][C:4]=2[O:3]1.P(Cl)(Cl)(Cl)(Cl)[Cl:15]. (7) Given the product [Br:4][C:5]1[CH:6]=[N:7][C:8]([C:1]#[N:2])=[N:9][CH:10]=1, predict the reactants needed to synthesize it. The reactants are: [C-:1]#[N:2].[Na+].[Br:4][C:5]1[CH:6]=[N:7][C:8](Cl)=[N:9][CH:10]=1. (8) The reactants are: [F:1][C:2]1[CH:3]=[C:4](B(O)O)[CH:5]=[C:6]([F:8])[CH:7]=1.P([O-])([O-])([O-])=O.[K+].[K+].[K+].C1(P(C2CCCCC2)C2C=CC=CC=2C2C(OC)=CC=CC=2OC)CCCCC1.Br[C:50]1[C:51]2[CH:67]=[CH:66][CH:65]=[CH:64][C:52]=2[S:53][C:54]=1[CH:55]([NH:57][S:58]([C:60]([CH3:63])([CH3:62])[CH3:61])=[O:59])[CH3:56]. Given the product [F:1][C:2]1[CH:3]=[C:4]([C:50]2[C:51]3[CH:67]=[CH:66][CH:65]=[CH:64][C:52]=3[S:53][C:54]=2[CH:55]([NH:57][S:58]([C:60]([CH3:62])([CH3:63])[CH3:61])=[O:59])[CH3:56])[CH:5]=[C:6]([F:8])[CH:7]=1, predict the reactants needed to synthesize it. (9) The reactants are: [CH3:1][C:2]1[C:6]2[C:7](=[O:20])[N:8]([CH2:12][CH2:13][N:14]3[CH2:19][CH2:18][CH2:17][CH2:16][CH2:15]3)[CH2:9][CH2:10][CH2:11][C:5]=2[NH:4][C:3]=1[CH:21]=O.[CH3:23][C:24]1[CH:32]=[CH:31][CH:30]=[C:29]2[C:25]=1[CH2:26][C:27](=[O:33])[NH:28]2. Given the product [CH3:1][C:2]1[C:6]2[C:7](=[O:20])[N:8]([CH2:12][CH2:13][N:14]3[CH2:19][CH2:18][CH2:17][CH2:16][CH2:15]3)[CH2:9][CH2:10][CH2:11][C:5]=2[NH:4][C:3]=1/[CH:21]=[C:26]1\[C:27](=[O:33])[NH:28][C:29]2[C:25]\1=[C:24]([CH3:23])[CH:32]=[CH:31][CH:30]=2, predict the reactants needed to synthesize it.